The task is: Binary Classification. Given a drug SMILES string, predict its activity (active/inactive) in a high-throughput screening assay against a specified biological target.. This data is from HIV replication inhibition screening data with 41,000+ compounds from the AIDS Antiviral Screen. (1) The molecule is N#CC(C#N)=CC=Cc1c(Cl)cccc1Cl. The result is 0 (inactive). (2) The compound is CC1(C)CC(=O)c2c(ccc(C(=O)CC(N)CO)c2N)O1. The result is 0 (inactive). (3) The drug is Cl.O=C(CCN1CCCC1)c1ccc(Oc2ccc(F)cc2)cc1. The result is 0 (inactive). (4) The drug is COc1cccc2c1C(=O)c1c(O)c3c(c(O)c1C2=O)CC(O)(C(=O)CO)CC3OC1CC(N(C)C)C(O)C(C)O1. The result is 0 (inactive). (5) The drug is CCCCCCCCCCCCC(N=[N+]=[N-])C(=O)OCC1OC(n2cc(C)c(=O)[nH]c2=O)CC1O. The result is 0 (inactive). (6) The molecule is Cc1n[nH]c2c1NC(=O)OC2. The result is 0 (inactive). (7) The result is 0 (inactive). The drug is O=C1C(=O)C(CN2CCOCC2)=C(N2CCOCC2)C(N2CCOCC2)=C1CN1CCOCC1.